From a dataset of Reaction yield outcomes from USPTO patents with 853,638 reactions. Predict the reaction yield, written as a fraction of the theoretical maximum amount of product (1.0 means a 100% yield; for example, 0.34 means a 34% yield). (1) The reactants are [N+:1]([C:4]1[NH:5][CH:6]=[C:7]([N+:9]([O-:11])=[O:10])[N:8]=1)([O-:3])=[O:2].[O:12]1[CH2:14][CH:13]1[CH2:15][O:16][Si:17]([C:20]([CH3:23])([CH3:22])[CH3:21])([CH3:19])[CH3:18]. The catalyst is CCOC(C)=O. The product is [Si:17]([O:16][CH2:15][CH:13]([OH:12])[CH2:14][N:5]1[CH:6]=[C:7]([N+:9]([O-:11])=[O:10])[N:8]=[C:4]1[N+:1]([O-:3])=[O:2])([C:20]([CH3:23])([CH3:22])[CH3:21])([CH3:19])[CH3:18]. The yield is 0.600. (2) The reactants are [CH:1]([O:4][C:5]1[CH:6]=[C:7]([CH:27]=[CH:28][CH:29]=1)[C:8]([C:10]1[C:19]2[C:14](=[CH:15][C:16]([O:22][CH3:23])=[C:17]([O:20][CH3:21])[CH:18]=2)[C:13](C(O)=O)=[CH:12][N:11]=1)=[O:9])([CH3:3])[CH3:2].C1(P([N:44]=[N+]=[N-])(C2C=CC=CC=2)=O)C=CC=CC=1.C(N(CC)CC)C.[ClH:54]. The catalyst is C(O)(C)(C)C.C(Cl)Cl.CCOCC. The product is [ClH:54].[CH:1]([O:4][C:5]1[CH:6]=[C:7]([CH:27]=[CH:28][CH:29]=1)[C:8]([C:10]1[C:19]2[C:14](=[CH:15][C:16]([O:22][CH3:23])=[C:17]([O:20][CH3:21])[CH:18]=2)[C:13]([NH2:44])=[CH:12][N:11]=1)=[O:9])([CH3:2])[CH3:3]. The yield is 0.480. (3) The reactants are Br[C:2]1[CH:10]=[CH:9][CH:8]=[C:7]2[C:3]=1[C:4]1[CH:14]=[CH:13][CH:12]=[N:11][C:5]=1[NH:6]2.[C:15]1(B(O)O)[CH:20]=[CH:19][CH:18]=[CH:17][CH:16]=1.C([O-])([O-])=O.[K+].[K+]. The catalyst is O1CCOCC1. The product is [C:15]1([C:2]2[CH:10]=[CH:9][CH:8]=[C:7]3[C:3]=2[C:4]2[CH:14]=[CH:13][CH:12]=[N:11][C:5]=2[NH:6]3)[CH:20]=[CH:19][CH:18]=[CH:17][CH:16]=1. The yield is 0.220. (4) The reactants are [CH3:1][C:2]1[C:6]([CH2:7][N:8]2[CH:12]=[C:11]([N:13]3[C:17](=[O:18])[CH2:16][NH:15][C:14]3=[O:19])[CH:10]=[N:9]2)=[C:5]([CH3:20])[O:4][N:3]=1.Br[CH2:22][C:23]1[CH:28]=[CH:27][CH:26]=[C:25]([CH3:29])[CH:24]=1. No catalyst specified. The product is [CH3:1][C:2]1[C:6]([CH2:7][N:8]2[CH:12]=[C:11]([N:13]3[C:17](=[O:18])[CH2:16][N:15]([CH2:22][C:23]4[CH:28]=[CH:27][CH:26]=[C:25]([CH3:29])[CH:24]=4)[C:14]3=[O:19])[CH:10]=[N:9]2)=[C:5]([CH3:20])[O:4][N:3]=1. The yield is 0.250. (5) The reactants are C(N(S(F)(F)[F:7])CC)C.[CH2:10]([N:17]([CH2:25][C:26]1[CH:31]=[CH:30][CH:29]=[CH:28][CH:27]=1)[CH2:18][CH2:19][CH2:20][C:21]([CH3:24])(O)[CH3:22])[C:11]1[CH:16]=[CH:15][CH:14]=[CH:13][CH:12]=1. The catalyst is C(Cl)Cl. The product is [CH2:10]([N:17]([CH2:25][C:26]1[CH:31]=[CH:30][CH:29]=[CH:28][CH:27]=1)[CH2:18][CH2:19][CH2:20][C:21]([F:7])([CH3:24])[CH3:22])[C:11]1[CH:16]=[CH:15][CH:14]=[CH:13][CH:12]=1. The yield is 0.410. (6) The reactants are [CH3:1][O:2][C:3]1[CH:11]=[CH:10][C:6]([C:7]([OH:9])=O)=[C:5]([CH3:12])[CH:4]=1.[CH2:13]([NH:15][CH2:16][CH3:17])[CH3:14]. The catalyst is S(Cl)(Cl)=O.O. The product is [CH2:13]([N:15]([CH2:16][CH3:17])[C:7](=[O:9])[C:6]1[CH:10]=[CH:11][C:3]([O:2][CH3:1])=[CH:4][C:5]=1[CH3:12])[CH3:14]. The yield is 0.547. (7) The reactants are [NH2:1][C:2]1[CH:27]=[CH:26][C:5]([O:6][C:7]2[CH:12]=[CH:11][N:10]=[C:9]([NH:13][C:14]([N:16]3[CH2:21][CH2:20][CH:19]([CH2:22][N:23]([CH3:25])[CH3:24])[CH2:18][CH2:17]3)=[O:15])[CH:8]=2)=[CH:4][CH:3]=1.C12(CS(O)(=O)=O)C(C)(C)C(CC1)CC2=O.[C:43]1([CH2:49][C:50]([N:52]=[C:53]=[S:54])=[O:51])[CH:48]=[CH:47][CH:46]=[CH:45][CH:44]=1. The catalyst is C(O)C.C1(C)C=CC=CC=1. The product is [CH3:25][N:23]([CH2:22][CH:19]1[CH2:20][CH2:21][N:16]([C:14]([NH:13][C:9]2[CH:8]=[C:7]([O:6][C:5]3[CH:26]=[CH:27][C:2]([NH:1][C:53]([NH:52][C:50](=[O:51])[CH2:49][C:43]4[CH:44]=[CH:45][CH:46]=[CH:47][CH:48]=4)=[S:54])=[CH:3][CH:4]=3)[CH:12]=[CH:11][N:10]=2)=[O:15])[CH2:17][CH2:18]1)[CH3:24]. The yield is 0.460. (8) The yield is 0.950. The catalyst is C(Cl)Cl. The product is [C:23]([N:8]1[CH:1]2[CH2:7][CH2:6][CH:5]1[CH2:4][CH:3]([N:9]1[CH2:10][CH2:11][N:12]([C:15]([O:17][C:18]([CH3:21])([CH3:20])[CH3:19])=[O:16])[CH2:13][CH2:14]1)[CH2:2]2)(=[O:24])[CH3:22]. The reactants are [CH:1]12[NH:8][CH:5]([CH2:6][CH2:7]1)[CH2:4][CH:3]([N:9]1[CH2:14][CH2:13][N:12]([C:15]([O:17][C:18]([CH3:21])([CH3:20])[CH3:19])=[O:16])[CH2:11][CH2:10]1)[CH2:2]2.[CH3:22][C:23](OC(C)=O)=[O:24].CCN(CC)CC.